This data is from Forward reaction prediction with 1.9M reactions from USPTO patents (1976-2016). The task is: Predict the product of the given reaction. (1) Given the reactants N(CN[C:5](N)=[O:6])=O.[OH-].[K+].[F:10][C:11]1[CH:12]=[C:13]2[C:17](=[CH:18][CH:19]=1)[CH2:16][C:15]([CH3:20])=[C:14]2[CH2:21][C:22](O)=[O:23].N#N, predict the reaction product. The product is: [F:10][C:11]1[CH:12]=[C:13]2[C:17](=[CH:18][CH:19]=1)[CH2:16][C:15]([CH3:20])=[C:14]2[CH2:21][C:22]([O:6][CH3:5])=[O:23]. (2) Given the reactants [OH:1][CH2:2][CH:3]([C:8]1[C:12]2[CH:13]=[CH:14][C:15]([O:17]CC3C=CC(OC)=CC=3)=[CH:16][C:11]=2[O:10][CH:9]=1)[C:4]([O:6][CH3:7])=[O:5], predict the reaction product. The product is: [OH:1][CH2:2][CH:3]([CH:8]1[C:12]2[CH:13]=[CH:14][C:15]([OH:17])=[CH:16][C:11]=2[O:10][CH2:9]1)[C:4]([O:6][CH3:7])=[O:5].